This data is from Acute oral toxicity (LD50) regression data from Zhu et al.. The task is: Regression/Classification. Given a drug SMILES string, predict its toxicity properties. Task type varies by dataset: regression for continuous values (e.g., LD50, hERG inhibition percentage) or binary classification for toxic/non-toxic outcomes (e.g., AMES mutagenicity, cardiotoxicity, hepatotoxicity). Dataset: ld50_zhu. (1) The drug is Cc1ccc(OC(=O)c2ccccc2O)cc1. The rat oral LD50 is 2.24, given as -log10 of the dose in mol/kg body weight (higher means more acutely toxic). (2) The drug is CCCCC(CC)COC(CBr)c1ccc(C2CCCCC2)cc1. The rat oral LD50 is 3.20, given as -log10 of the dose in mol/kg body weight (higher means more acutely toxic). (3) The compound is ClC(Cl)Cl. The rat oral LD50 is 2.12, given as -log10 of the dose in mol/kg body weight (higher means more acutely toxic).